The task is: Predict the product of the given reaction.. This data is from Forward reaction prediction with 1.9M reactions from USPTO patents (1976-2016). (1) Given the reactants [Br:1][C:2]1[CH:3]=[C:4]([CH:7]=[CH:8][CH:9]=1)[CH:5]=O.C(#N)[CH:11]([CH2:13][C:14]#[N:15])O.[NH:17]1CCCCC1, predict the reaction product. The product is: [Br:1][C:2]1[CH:3]=[C:4]([CH:5]=[C:13]([C:11]#[N:17])[C:14]#[N:15])[CH:7]=[CH:8][CH:9]=1. (2) Given the reactants Br[C:2]1[C:3]([Cl:27])=[C:4]([N:10]([CH2:18][C:19]2[CH:24]=[CH:23][C:22]([O:25][CH3:26])=[CH:21][CH:20]=2)[C:11](=[O:17])[O:12][C:13]([CH3:16])([CH3:15])[CH3:14])[CH:5]=[C:6]([C:8]#[N:9])[CH:7]=1.[NH2:28][CH:29]1[CH2:34][CH2:33][N:32]([C:35]([O:37][C:38]([CH3:41])([CH3:40])[CH3:39])=[O:36])[CH2:31][CH2:30]1.C1(P(C2C=CC=CC=2)C2C3OC4C(=CC=CC=4P(C4C=CC=CC=4)C4C=CC=CC=4)C(C)(C)C=3C=CC=2)C=CC=CC=1.C([O-])([O-])=O.[Cs+].[Cs+], predict the reaction product. The product is: [C:13]([O:12][C:11]([N:10]([CH2:18][C:19]1[CH:24]=[CH:23][C:22]([O:25][CH3:26])=[CH:21][CH:20]=1)[C:4]1[C:3]([Cl:27])=[C:2]([NH:28][CH:29]2[CH2:30][CH2:31][N:32]([C:35]([O:37][C:38]([CH3:41])([CH3:40])[CH3:39])=[O:36])[CH2:33][CH2:34]2)[CH:7]=[C:6]([C:8]#[N:9])[CH:5]=1)=[O:17])([CH3:16])([CH3:15])[CH3:14]. (3) Given the reactants [CH:1]1([NH:6][C:7]2[CH:16]=[CH:15][C:10]([C:11]([O:13][CH3:14])=[O:12])=[CH:9][C:8]=2I)[CH2:5][CH2:4][CH2:3][CH2:2]1.[Cl-].[Li+].C([O-])(=O)C.[K+].[CH3:25][Si:26]([CH3:31])([CH3:30])[C:27]#[C:28][CH3:29].[Cl-].[NH4+], predict the reaction product. The product is: [CH:1]1([N:6]2[C:7]3[C:8](=[CH:9][C:10]([C:11]([O:13][CH3:14])=[O:12])=[CH:15][CH:16]=3)[C:28]([CH3:29])=[C:27]2[Si:26]([CH3:31])([CH3:30])[CH3:25])[CH2:5][CH2:4][CH2:3][CH2:2]1. (4) Given the reactants [CH2:1]([N:7]([CH2:19][C:20]1[CH:39]=[CH:38][C:23]([CH2:24][O:25][C:26]2[CH:31]=[CH:30][C:29]([CH2:32][CH2:33][C:34]([O:36]C)=[O:35])=[CH:28][CH:27]=2)=[CH:22][CH:21]=1)[C:8]1[S:9][CH:10]=[C:11]([C:13]2[CH:18]=[CH:17][CH:16]=[CH:15][CH:14]=2)[N:12]=1)[CH2:2][CH2:3][CH2:4][CH2:5][CH3:6].O.Cl, predict the reaction product. The product is: [CH2:1]([N:7]([CH2:19][C:20]1[CH:21]=[CH:22][C:23]([CH2:24][O:25][C:26]2[CH:31]=[CH:30][C:29]([CH2:32][CH2:33][C:34]([OH:36])=[O:35])=[CH:28][CH:27]=2)=[CH:38][CH:39]=1)[C:8]1[S:9][CH:10]=[C:11]([C:13]2[CH:14]=[CH:15][CH:16]=[CH:17][CH:18]=2)[N:12]=1)[CH2:2][CH2:3][CH2:4][CH2:5][CH3:6]. (5) Given the reactants [OH:1][NH:2][C:3]([O:5][C:6]([CH3:9])([CH3:8])[CH3:7])=[O:4].[OH-].[Na+].[CH2:12]1[O:20][CH:13]1[C:14]1[CH:19]=[CH:18][CH:17]=[CH:16][CH:15]=1, predict the reaction product. The product is: [C:6]([O:5][C:3]([NH:2][O:1][CH2:12][CH:13]([C:14]1[CH:19]=[CH:18][CH:17]=[CH:16][CH:15]=1)[OH:20])=[O:4])([CH3:9])([CH3:8])[CH3:7]. (6) Given the reactants [F:1][C:2]1[CH:7]=[CH:6][C:5]([C:8](=O)[CH2:9][C:10](=O)[CH3:11])=[CH:4][CH:3]=1.FC(F)(F)C(O)=O.[CH3:21][C:22]1[CH:30]=[CH:29][C:25]([CH2:26][NH:27][NH2:28])=[CH:24][CH:23]=1.C(N(CC)CC)C.FC(F)(F)C(O)=O, predict the reaction product. The product is: [F:1][C:2]1[CH:7]=[CH:6][C:5]([C:8]2[N:27]([CH2:26][C:25]3[CH:29]=[CH:30][C:22]([CH3:21])=[CH:23][CH:24]=3)[N:28]=[C:10]([CH3:11])[CH:9]=2)=[CH:4][CH:3]=1.